Dataset: Forward reaction prediction with 1.9M reactions from USPTO patents (1976-2016). Task: Predict the product of the given reaction. (1) Given the reactants FC(F)(F)C(O)=O.ClCCl.[NH2:11][C:12]1[N:17]=[CH:16][N:15]=[C:14]2[N:18]([CH:33]3[CH2:38][CH2:37][CH:36]([N:39]4[CH2:44][CH2:43][N:42]([CH3:45])[CH2:41][CH2:40]4)[CH2:35][CH2:34]3)[N:19]=[C:20]([C:21]3[CH:26]=[CH:25][C:24]([NH:27]C(=O)[O-])=[C:23]([O:31][CH3:32])[CH:22]=3)[C:13]=12, predict the reaction product. The product is: [NH2:27][C:24]1[CH:25]=[CH:26][C:21]([C:20]2[C:13]3[C:14](=[N:15][CH:16]=[N:17][C:12]=3[NH2:11])[N:18]([C@H:33]3[CH2:38][CH2:37][C@@H:36]([N:39]4[CH2:40][CH2:41][N:42]([CH3:45])[CH2:43][CH2:44]4)[CH2:35][CH2:34]3)[N:19]=2)=[CH:22][C:23]=1[O:31][CH3:32]. (2) Given the reactants C([O:3][P:4]([CH2:9][CH2:10][CH2:11][NH:12][C:13](=[O:33])[CH2:14][N:15]1[C:24]2[C:19]([C:20](=[O:26])[NH:21][C:22](=[O:25])[N:23]=2)=[N:18][C:17]2[CH:27]=[C:28]([CH3:32])[C:29]([CH3:31])=[CH:30][C:16]1=2)(=[O:8])[O:5]CC)C.C[Si](Br)(C)C, predict the reaction product. The product is: [CH3:32][C:28]1[C:29]([CH3:31])=[CH:30][C:16]2[N:15]([CH2:14][C:13]([NH:12][CH2:11][CH2:10][CH2:9][P:4](=[O:3])([OH:8])[OH:5])=[O:33])[C:24]3[C:19]([C:20](=[O:26])[NH:21][C:22](=[O:25])[N:23]=3)=[N:18][C:17]=2[CH:27]=1. (3) Given the reactants Cl[C:2]1[CH:11]=[C:10]2[C:5]([C:6](=[O:22])[C:7]([C:20]#[N:21])=[CH:8][N:9]2[CH2:12][O:13][CH2:14][CH2:15][Si:16]([CH3:19])([CH3:18])[CH3:17])=[CH:4][C:3]=1[N+:23]([O-:25])=[O:24].[NH2:26][CH2:27][CH2:28][N:29]1[CH2:34][CH2:33][O:32][CH2:31][CH2:30]1, predict the reaction product. The product is: [N:29]1([CH2:28][CH2:27][NH:26][C:2]2[CH:11]=[C:10]3[C:5]([C:6](=[O:22])[C:7]([C:20]#[N:21])=[CH:8][N:9]3[CH2:12][O:13][CH2:14][CH2:15][Si:16]([CH3:19])([CH3:18])[CH3:17])=[CH:4][C:3]=2[N+:23]([O-:25])=[O:24])[CH2:34][CH2:33][O:32][CH2:31][CH2:30]1.